Dataset: Forward reaction prediction with 1.9M reactions from USPTO patents (1976-2016). Task: Predict the product of the given reaction. (1) Given the reactants [NH2:1][CH2:2][CH2:3][CH2:4][CH2:5][OH:6].Cl[C:8]1[S:9][C:10]2[CH:16]=[C:15]([N+:17]([O-:19])=[O:18])[CH:14]=[CH:13][C:11]=2[N:12]=1.C(N(C(C)C)CC)(C)C.N.CO, predict the reaction product. The product is: [N+:17]([C:15]1[CH:14]=[CH:13][C:11]2[N:12]=[C:8]([NH:1][CH2:2][CH2:3][CH2:4][CH2:5][OH:6])[S:9][C:10]=2[CH:16]=1)([O-:19])=[O:18]. (2) Given the reactants Cl[C:2]1[N:7]=[C:6]([NH:8][C:9]2[CH:14]=[CH:13][CH:12]=[CH:11][C:10]=2[NH:15][C:16](=[O:19])[CH:17]=[CH2:18])[C:5]([Cl:20])=[CH:4][N:3]=1.[NH2:21][C:22]1[C:39]([CH3:40])=[CH:38][C:25]([O:26][CH2:27][CH2:28][CH2:29][NH:30][C:31](=[O:37])[O:32][C:33]([CH3:36])([CH3:35])[CH3:34])=[C:24]([C:41](=[O:43])[NH2:42])[CH:23]=1.C(=O)([O-])[O-].[Na+].[Na+].CN(C1C(C2C(P(C3CCCCC3)C3CCCCC3)=CC=CC=2)=CC=CC=1)C, predict the reaction product. The product is: [C:16]([NH:15][C:10]1[CH:11]=[CH:12][CH:13]=[CH:14][C:9]=1[NH:8][C:6]1[C:5]([Cl:20])=[CH:4][N:3]=[C:2]([NH:21][C:22]2[C:39]([CH3:40])=[CH:38][C:25]([O:26][CH2:27][CH2:28][CH2:29][NH:30][C:31](=[O:37])[O:32][C:33]([CH3:34])([CH3:35])[CH3:36])=[C:24]([C:41](=[O:43])[NH2:42])[CH:23]=2)[N:7]=1)(=[O:19])[CH:17]=[CH2:18]. (3) Given the reactants [CH:1]1([C@H:4]([C:12]2[CH:13]=[N:14][C:15]([C:18]([F:21])([F:20])[F:19])=[CH:16][CH:17]=2)[NH:5][S@@](C(C)(C)C)=O)[CH2:3][CH2:2]1.C(O)C.Cl, predict the reaction product. The product is: [CH:1]1([C@H:4]([C:12]2[CH:13]=[N:14][C:15]([C:18]([F:21])([F:19])[F:20])=[CH:16][CH:17]=2)[NH2:5])[CH2:3][CH2:2]1. (4) The product is: [F:1][C:2]([F:12])([F:13])[C:3]1[CH:4]=[CH:5][C:6]([CH2:9][CH2:10][O:11][S:20]([C:17]2[CH:18]=[CH:19][C:14]([CH3:24])=[CH:15][CH:16]=2)(=[O:22])=[O:21])=[CH:7][CH:8]=1. Given the reactants [F:1][C:2]([F:13])([F:12])[C:3]1[CH:8]=[CH:7][C:6]([CH2:9][CH2:10][OH:11])=[CH:5][CH:4]=1.[C:14]1([CH3:24])[CH:19]=[CH:18][C:17]([S:20](Cl)(=[O:22])=[O:21])=[CH:16][CH:15]=1, predict the reaction product.